This data is from Forward reaction prediction with 1.9M reactions from USPTO patents (1976-2016). The task is: Predict the product of the given reaction. The product is: [Cl:8][C:7]1[CH:6]=[CH:5][C:4]([C:9]2[CH:10]=[CH:11][C:12]([C:15]3[N:16]([C:26]4[CH:31]=[N:30][CH:29]=[N:28][CH:27]=4)[CH:17]=[C:18]([C:20]4[CH:25]=[CH:24][CH:23]=[CH:22][N:21]=4)[N:19]=3)=[CH:13][CH:14]=2)=[CH:3][CH:2]=1. Given the reactants Cl[C:2]1[CH:3]=[C:4]([C:9]2[CH:14]=[CH:13][C:12]([C:15]3[N:16]([C:26]4[CH:27]=[N:28][CH:29]=[N:30][CH:31]=4)[CH:17]=[C:18]([C:20]4[CH:25]=[CH:24][CH:23]=[CH:22][N:21]=4)[N:19]=3)=[CH:11][CH:10]=2)[CH:5]=[CH:6][C:7]=1[Cl:8].ClC1C=CC(B(O)O)=CC=1.BrC1C=CC(C2N(C3C=NC=NC=3)C=C(C3C=CC=CN=3)N=2)=CC=1, predict the reaction product.